This data is from Catalyst prediction with 721,799 reactions and 888 catalyst types from USPTO. The task is: Predict which catalyst facilitates the given reaction. Reactant: Br[C:2]1[CH:16]=[CH:15][C:5]2[N:6]=[C:7]([NH:9][C:10]([NH:12][CH2:13][CH3:14])=[O:11])[S:8][C:4]=2[CH:3]=1.C1C=CC(P(C2C=CC=CC=2)CCCP(C2C=CC=CC=2)C2C=CC=CC=2)=CC=1.C(N(CC)CC)C.[CH2:53]=[CH:54][C:55]1[CH:60]=[CH:59][CH:58]=[CH:57][CH:56]=1. The catalyst class is: 233. Product: [C:55]1(/[CH:54]=[CH:53]/[C:2]2[CH:16]=[CH:15][C:5]3[N:6]=[C:7]([NH:9][C:10]([NH:12][CH2:13][CH3:14])=[O:11])[S:8][C:4]=3[CH:3]=2)[CH:60]=[CH:59][CH:58]=[CH:57][CH:56]=1.